From a dataset of Full USPTO retrosynthesis dataset with 1.9M reactions from patents (1976-2016). Predict the reactants needed to synthesize the given product. (1) Given the product [CH2:1]([NH:4][C:12](=[O:19])[C:13]1[CH:18]=[CH:17][CH:16]=[CH:15][CH:14]=1)[C:2]#[CH:3], predict the reactants needed to synthesize it. The reactants are: [CH2:1]([NH2:4])[C:2]#[CH:3].C(N(CC)CC)C.[C:12](Cl)(=[O:19])[C:13]1[CH:18]=[CH:17][CH:16]=[CH:15][CH:14]=1. (2) Given the product [C:9]([O:13][C:14]([C:15](=[CH2:1])[CH:16]([C:18]1[CH:19]=[CH:20][C:21]([C:22]([O:24][CH3:25])=[O:23])=[CH:26][CH:27]=1)[CH3:17])=[O:36])([CH3:10])([CH3:11])[CH3:12], predict the reactants needed to synthesize it. The reactants are: [C:1](=O)([O-])[O-].[K+].[K+].C=O.[C:9]([O:13][C:14](=[O:36])[CH:15](P(OCC)(OCC)=O)[CH:16]([C:18]1[CH:27]=[CH:26][C:21]([C:22]([O:24][CH3:25])=[O:23])=[CH:20][CH:19]=1)[CH3:17])([CH3:12])([CH3:11])[CH3:10]. (3) Given the product [CH2:1]([O:3][C:4]([C@@H:6]1[CH2:10][CH2:9][CH2:8][C@H:7]1[C:11]([OH:13])=[O:12])=[O:5])[CH3:2], predict the reactants needed to synthesize it. The reactants are: [CH2:1]([O:3][C:4]([C@@H:6]1[CH2:10][CH2:9][CH2:8][C@H:7]1[C:11]([O:13]CC)=[O:12])=[O:5])[CH3:2].[OH-].[Li+]. (4) Given the product [CH3:7][O:8][C:9]([C:11]1([CH2:5][CH2:4][CH2:3][CH2:2][Br:1])[CH2:14][CH2:13][CH2:12]1)=[O:10], predict the reactants needed to synthesize it. The reactants are: [Br:1][CH2:2][CH2:3][CH2:4][CH2:5]Br.[CH3:7][O:8][C:9]([CH:11]1[CH2:14][CH2:13][CH2:12]1)=[O:10].